From a dataset of Catalyst prediction with 721,799 reactions and 888 catalyst types from USPTO. Predict which catalyst facilitates the given reaction. (1) Reactant: Br[C:2]([Cl:5])(Cl)[Cl:3].O=[C:7]1[CH:13]=[CH:12][C:11]2[CH:14]=[C:15]([C:18]([O:20][CH3:21])=[O:19])[CH:16]=[CH:17][C:10]=2[O:9][CH2:8]1.C1(P(C2C=CC=CC=2)C2C=CC=CC=2)C=CC=CC=1. Product: [Cl:3][C:2]([Cl:5])=[C:7]1[CH:13]=[CH:12][C:11]2[CH:14]=[C:15]([C:18]([O:20][CH3:21])=[O:19])[CH:16]=[CH:17][C:10]=2[O:9][CH2:8]1. The catalyst class is: 10. (2) Reactant: [CH3:1][N:2]([CH2:10][CH2:11][NH:12][CH3:13])[C:3](=[O:9])[O:4][C:5]([CH3:8])([CH3:7])[CH3:6].[C:14]1(=[O:28])[N:18]([CH2:19][CH2:20][CH2:21][CH2:22][CH2:23][C:24](Cl)=[O:25])[C:17](=[O:27])[CH:16]=[CH:15]1. Product: [O:27]=[C:17]1[CH:16]=[CH:15][C:14](=[O:28])[N:18]1[CH2:19][CH2:20][CH2:21][CH2:22][CH2:23][C:24]([N:12]([CH2:11][CH2:10][N:2]([CH3:1])[C:3](=[O:9])[O:4][C:5]([CH3:6])([CH3:8])[CH3:7])[CH3:13])=[O:25]. The catalyst class is: 2. (3) Reactant: [NH2:1][C:2]1[CH:17]=[C:16]([N+:18]([O-:20])=[O:19])[CH:15]=[CH:14][C:3]=1[C:4]([NH:6][C:7]1[CH:12]=[CH:11][CH:10]=[CH:9][C:8]=1[Cl:13])=[O:5].[Cl:21][CH2:22][C:23](Cl)=O. Product: [Cl:21][CH2:22][C:23]1[N:6]([C:7]2[CH:12]=[CH:11][CH:10]=[CH:9][C:8]=2[Cl:13])[C:4](=[O:5])[C:3]2[C:2](=[CH:17][C:16]([N+:18]([O-:20])=[O:19])=[CH:15][CH:14]=2)[N:1]=1. The catalyst class is: 15. (4) Reactant: C[N:2]([CH:4]=[C:5]([N:11]1[CH:15]=[C:14]([C:16]#[N:17])[N:13]=[CH:12]1)[C:6]([O:8]CC)=O)C.[NH:18]([C:20]1[N:25]=[CH:24][N:23]=[C:22]([N:26]2[CH2:32][CH2:31][CH2:30][O:29][CH2:28][CH2:27]2)[CH:21]=1)N.FC(F)(F)C(O)=O. Product: [O:29]1[CH2:30][CH2:31][CH2:32][N:26]([C:22]2[N:23]=[CH:24][N:25]=[C:20]([N:18]3[C:6](=[O:8])[C:5]([N:11]4[CH:15]=[C:14]([C:16]#[N:17])[N:13]=[CH:12]4)=[CH:4][NH:2]3)[CH:21]=2)[CH2:27][CH2:28]1. The catalyst class is: 6. (5) Reactant: [C:1]([N:9]1[CH2:22][CH2:21][C:20]2[C:19]3[C:18]([CH2:23][CH2:24][CH2:25][OH:26])=[CH:17][CH:16]=[CH:15][C:14]=3[NH:13][C:12]=2[CH2:11][CH2:10]1)(=[O:8])[C:2]1[CH:7]=[CH:6][CH:5]=[CH:4][CH:3]=1.[C:27]1(P([C:27]2[CH:32]=[CH:31][CH:30]=[CH:29][CH:28]=2)[C:27]2[CH:32]=[CH:31][CH:30]=[CH:29][CH:28]=2)[CH:32]=[CH:31][CH:30]=[CH:29][CH:28]=1.C1(O)C=CC=CC=1.CCOC(/N=N/C(OCC)=O)=O. Product: [C:1]([N:9]1[CH2:22][CH2:21][C:20]2[C:19]3[C:18]([CH2:23][CH2:24][CH2:25][O:26][C:27]4[CH:32]=[CH:31][CH:30]=[CH:29][CH:28]=4)=[CH:17][CH:16]=[CH:15][C:14]=3[NH:13][C:12]=2[CH2:11][CH2:10]1)(=[O:8])[C:2]1[CH:3]=[CH:4][CH:5]=[CH:6][CH:7]=1. The catalyst class is: 7. (6) Reactant: [NH:1]1[CH2:7][C:5](=[O:6])[NH:4][C:2]1=[O:3].Br[CH2:9][C:10]1[C:11]([CH3:16])=[CH:12][CH:13]=[CH:14][CH:15]=1.C(=O)([O-])[O-].[K+].[K+]. Product: [CH3:9][C:10]1[CH:15]=[CH:14][CH:13]=[CH:12][C:11]=1[CH2:16][N:4]1[C:5](=[O:6])[CH2:7][NH:1][C:2]1=[O:3]. The catalyst class is: 95. (7) Reactant: C(O[C:4](=[O:13])[CH:5]([CH2:11][CH3:12])[C:6]([O:8][CH2:9][CH3:10])=[O:7])C.[CH3:14][NH:15][CH2:16][CH2:17][CH2:18][CH2:19][CH2:20][CH2:21][CH2:22][CH2:23][CH2:24][CH2:25][CH2:26][CH2:27][CH2:28][CH3:29]. Product: [CH3:14][N:15]([CH2:16][CH2:17][CH2:18][CH2:19][CH2:20][CH2:21][CH2:22][CH2:23][CH2:24][CH2:25][CH2:26][CH2:27][CH2:28][CH3:29])[C:4]([CH:5]([CH2:11][CH3:12])[C:6]([O:8][CH2:9][CH3:10])=[O:7])=[O:13]. The catalyst class is: 3. (8) Reactant: Cl[C:2]1[CH:16]=[CH:15][C:5]2[C:6](=[O:14])[NH:7][C:8]3[C:13]([C:4]=2[CH:3]=1)=[CH:12][CH:11]=[CH:10][N:9]=3.[CH3:17][O:18][CH2:19][CH2:20][NH2:21].[CH:22]1(P(C2CCCCC2)C2C=CC=CC=2C2C(C(C)C)=CC(C(C)C)=CC=2C(C)C)CCCCC1.CC(C)([O-])C.[Na+]. Product: [N:21]1([C:2]2[CH:16]=[CH:15][C:5]3[C:6](=[O:14])[NH:7][C:8]4[C:13]([C:4]=3[CH:3]=2)=[CH:12][CH:11]=[CH:10][N:9]=4)[CH2:22][CH2:17][O:18][CH2:19][CH2:20]1. The catalyst class is: 160. (9) Product: [CH3:27][O:26][C:24](=[O:25])[CH2:23][O:12][C:9]1[CH:8]=[CH:7][CH:6]=[C:5]2[C:10]=1[CH:11]=[C:3]([CH2:1][CH3:2])[N:4]2[CH2:13][C:14]1[CH:19]=[CH:18][CH:17]=[CH:16][CH:15]=1. Reactant: [CH2:1]([C:3]1[N:4]([CH2:13][C:14]2[CH:19]=[CH:18][CH:17]=[CH:16][CH:15]=2)[C:5]2[C:10]([CH:11]=1)=[C:9]([OH:12])[CH:8]=[CH:7][CH:6]=2)[CH3:2].[H-].[Na+].Br[CH2:23][C:24]([O:26][CH3:27])=[O:25]. The catalyst class is: 35.